Dataset: Forward reaction prediction with 1.9M reactions from USPTO patents (1976-2016). Task: Predict the product of the given reaction. (1) Given the reactants [N:1]([O-])=O.[Na+].[F:5][C:6]1[C:7]([CH3:13])=[C:8]([CH:10]=[CH:11][CH:12]=1)[NH2:9].[Sn](Cl)[Cl:15].[OH-].[Na+], predict the reaction product. The product is: [ClH:15].[F:5][C:6]1[C:7]([CH3:13])=[C:8]([NH:9][NH2:1])[CH:10]=[CH:11][CH:12]=1. (2) The product is: [NH2:9][C@H:10]1[C@H:15]([C:16]([O:18][CH2:19][CH3:20])=[O:17])[CH2:14][CH2:13][N:12]([C:21]([O:23][C:24]([CH3:25])([CH3:27])[CH3:26])=[O:22])[CH2:11]1. Given the reactants C1([C@@H]([NH:9][C@H:10]2[C@H:15]([C:16]([O:18][CH2:19][CH3:20])=[O:17])[CH2:14][CH2:13][N:12]([C:21]([O:23][C:24]([CH3:27])([CH3:26])[CH3:25])=[O:22])[CH2:11]2)C)C=CC=CC=1, predict the reaction product.